This data is from Peptide-MHC class II binding affinity with 134,281 pairs from IEDB. The task is: Regression. Given a peptide amino acid sequence and an MHC pseudo amino acid sequence, predict their binding affinity value. This is MHC class II binding data. (1) The binding affinity (normalized) is 0.534. The MHC is DRB1_0101 with pseudo-sequence DRB1_0101. The peptide sequence is NQLGHVTPVEIVVDA. (2) The peptide sequence is SPEVIPMFSALSEGAT. The MHC is DRB1_1001 with pseudo-sequence DRB1_1001. The binding affinity (normalized) is 0.881. (3) The peptide sequence is YKKYFAATQFEPLAA. The MHC is HLA-DQA10501-DQB10201 with pseudo-sequence HLA-DQA10501-DQB10201. The binding affinity (normalized) is 0.471. (4) The peptide sequence is RLIHSLSNVKNQSLG. The MHC is DRB1_0101 with pseudo-sequence DRB1_0101. The binding affinity (normalized) is 0.954. (5) The peptide sequence is SHIQSAVVCGRRHGV. The MHC is HLA-DQA10102-DQB10602 with pseudo-sequence HLA-DQA10102-DQB10602. The binding affinity (normalized) is 0.345. (6) The peptide sequence is QEVFKAIQSLKTTEV. The MHC is HLA-DQA10501-DQB10201 with pseudo-sequence HLA-DQA10501-DQB10201. The binding affinity (normalized) is 0.335. (7) The peptide sequence is GKKEEKKEEKKESGD. The MHC is DRB1_1501 with pseudo-sequence DRB1_1501. The binding affinity (normalized) is 0.0750.